From a dataset of Full USPTO retrosynthesis dataset with 1.9M reactions from patents (1976-2016). Predict the reactants needed to synthesize the given product. (1) Given the product [OH:25][N:24]=[C:1]([C:3]1[CH:19]=[CH:18][C:6]([CH2:7][N:8]([CH3:17])[CH2:9][C:10]([O:12][C:13]([CH3:15])([CH3:14])[CH3:16])=[O:11])=[C:5]([C:20]([F:21])([F:23])[F:22])[CH:4]=1)[NH2:2], predict the reactants needed to synthesize it. The reactants are: [C:1]([C:3]1[CH:19]=[CH:18][C:6]([CH2:7][N:8]([CH3:17])[CH2:9][C:10]([O:12][C:13]([CH3:16])([CH3:15])[CH3:14])=[O:11])=[C:5]([C:20]([F:23])([F:22])[F:21])[CH:4]=1)#[N:2].[NH2:24][OH:25]. (2) Given the product [Cl:20][C:21]1[CH:27]=[CH:26][C:24]([N:25]=[CH:18][C:17]2[N:12]3[CH:13]=[CH:14][CH:15]=[CH:16][C:11]3=[N:10][C:9]=2[C:3]2[CH:4]=[C:5]([Cl:8])[CH:6]=[CH:7][C:2]=2[Cl:1])=[CH:23][CH:22]=1, predict the reactants needed to synthesize it. The reactants are: [Cl:1][C:2]1[CH:7]=[CH:6][C:5]([Cl:8])=[CH:4][C:3]=1[C:9]1[N:10]=[C:11]2[CH:16]=[CH:15][CH:14]=[CH:13][N:12]2[C:17]=1[CH:18]=O.[Cl:20][C:21]1[CH:27]=[CH:26][C:24]([NH2:25])=[CH:23][CH:22]=1. (3) The reactants are: [Cl:1][C:2]1[CH:3]=[C:4]([OH:8])[CH:5]=[CH:6][CH:7]=1.[Cl:9][C:10]1[C:11](F)=[CH:12][C:13]2[O:18][CH:17]([C:19]([F:22])([F:21])[F:20])[C:16]([C:23]([O:25]CC)=[O:24])=[CH:15][C:14]=2[CH:28]=1. Given the product [Cl:9][C:10]1[C:11]([O:8][C:4]2[CH:5]=[CH:6][CH:7]=[C:2]([Cl:1])[CH:3]=2)=[CH:12][C:13]2[O:18][CH:17]([C:19]([F:21])([F:20])[F:22])[C:16]([C:23]([OH:25])=[O:24])=[CH:15][C:14]=2[CH:28]=1, predict the reactants needed to synthesize it. (4) Given the product [CH3:1][O:2][C:3]1[CH:8]=[CH:7][C:6]([C:9]([F:10])([F:11])[F:12])=[CH:5][C:4]=1[CH:13]1[CH2:18][CH2:17][N:16]([C:19]([O:21][C:22]([CH3:25])([CH3:24])[CH3:23])=[O:20])[CH2:15][CH2:14]1, predict the reactants needed to synthesize it. The reactants are: [CH3:1][O:2][C:3]1[CH:8]=[CH:7][C:6]([C:9]([F:12])([F:11])[F:10])=[CH:5][C:4]=1[C:13]1[CH2:14][CH2:15][N:16]([C:19]([O:21][C:22]([CH3:25])([CH3:24])[CH3:23])=[O:20])[CH2:17][CH:18]=1. (5) Given the product [OH:34][CH:32]([CH3:33])[CH2:31][NH:30][C:19]([C:18]1[C:11]2[C:10]([C:6]3[CH:7]=[CH:8][CH:9]=[C:4]([N+:1]([O-:3])=[O:2])[CH:5]=3)=[N:15][CH:14]=[N:13][C:12]=2[N:16]([CH2:22][O:23][CH2:24][CH2:25][Si:26]([CH3:28])([CH3:27])[CH3:29])[CH:17]=1)=[O:21], predict the reactants needed to synthesize it. The reactants are: [N+:1]([C:4]1[CH:5]=[C:6]([C:10]2[C:11]3[C:18]([C:19]([OH:21])=O)=[CH:17][N:16]([CH2:22][O:23][CH2:24][CH2:25][Si:26]([CH3:29])([CH3:28])[CH3:27])[C:12]=3[N:13]=[CH:14][N:15]=2)[CH:7]=[CH:8][CH:9]=1)([O-:3])=[O:2].[NH2:30][CH2:31][CH:32]([OH:34])[CH3:33].CCN=C=NCCCN(C)C.C1C=CC2N(O)N=NC=2C=1.CCN(C(C)C)C(C)C. (6) Given the product [CH2:1]([O:4][C@@H:5]1[C@@H:9]([CH2:10][O:11][Si:52]([C:65]([CH3:68])([CH3:67])[CH3:66])([C:59]2[CH:60]=[CH:61][CH:62]=[CH:63][CH:64]=2)[C:53]2[CH:58]=[CH:57][CH:56]=[CH:55][CH:54]=2)[O:8][C@@H:7]([N:12]2[C:29]3[N:28]=[CH:27][N:26]=[C:16]([NH:17][C:18](=[O:25])[C:19]4[CH:24]=[CH:23][CH:22]=[CH:21][CH:20]=4)[C:15]=3[N:14]=[CH:13]2)[C@@H:6]1[OH:30])[CH:2]=[CH2:3], predict the reactants needed to synthesize it. The reactants are: [CH2:1]([O:4][C@@H:5]1[C@@H:9]([CH2:10][OH:11])[O:8][C@@H:7]([N:12]2[C:29]3[N:28]=[CH:27][N:26]=[C:16]([NH:17][C:18](=[O:25])[C:19]4[CH:24]=[CH:23][CH:22]=[CH:21][CH:20]=4)[C:15]=3[N:14]=[CH:13]2)[C@@H:6]1[OH:30])[CH:2]=[CH2:3].O=P12OP3(OP(OP(O3)(O1)=O)(=O)O2)=O.C(N(CC)CC)C.[Si:52](Cl)([C:65]([CH3:68])([CH3:67])[CH3:66])([C:59]1[CH:64]=[CH:63][CH:62]=[CH:61][CH:60]=1)[C:53]1[CH:58]=[CH:57][CH:56]=[CH:55][CH:54]=1. (7) Given the product [CH3:17][S:14]([O:6][CH2:5][CH2:4][N:1]=[N+:2]=[N-:3])(=[O:16])=[O:15], predict the reactants needed to synthesize it. The reactants are: [N:1]([CH2:4][CH2:5][OH:6])=[N+:2]=[N-:3].C(N(CC)CC)C.[S:14](Cl)([CH3:17])(=[O:16])=[O:15].C(=O)(O)[O-].[Na+].